Dataset: Forward reaction prediction with 1.9M reactions from USPTO patents (1976-2016). Task: Predict the product of the given reaction. (1) Given the reactants [NH2:1][C:2]1[C:11]2[C:6](=[CH:7][CH:8]=[C:9]([C:12]([NH:14][C:15]3[CH:20]=[CH:19][C:18]([CH2:21][NH2:22])=[CH:17][CH:16]=3)=[O:13])[CH:10]=2)[N:5]=[C:4]([CH3:23])[CH:3]=1.[Cl:24][C:25]1[CH:30]=[C:29]([C:31](O)=[O:32])[CH:28]=[CH:27][N:26]=1.C(N(CC)CC)C.C1CN([P+](Br)(N2CCCC2)N2CCCC2)CC1.F[P-](F)(F)(F)(F)F, predict the reaction product. The product is: [NH2:1][C:2]1[C:11]2[C:6](=[CH:7][CH:8]=[C:9]([C:12]([NH:14][C:15]3[CH:20]=[CH:19][C:18]([CH2:21][NH:22][C:31]([C:29]4[CH:28]=[CH:27][N:26]=[C:25]([Cl:24])[CH:30]=4)=[O:32])=[CH:17][CH:16]=3)=[O:13])[CH:10]=2)[N:5]=[C:4]([CH3:23])[CH:3]=1. (2) Given the reactants [OH:1][C:2]1[CH:11]=[C:10]2[C:5]([C:6]([O:12][C:13]3[CH:14]=[C:15]4[C:19](=[CH:20][CH:21]=3)[NH:18][C:17]([CH3:22])=[CH:16]4)=[N:7][CH:8]=[N:9]2)=[CH:4][C:3]=1[O:23][CH3:24].C(=O)([O-])[O-].[K+].[K+].[CH2:31]([CH:33]1[O:35][CH2:34]1)Br.[NH:36]1[CH2:41][CH2:40][O:39][CH2:38][CH2:37]1, predict the reaction product. The product is: [OH:35][CH:33]([CH2:34][N:36]1[CH2:41][CH2:40][O:39][CH2:38][CH2:37]1)[CH2:31][O:1][C:2]1[CH:11]=[C:10]2[C:5]([C:6]([O:12][C:13]3[CH:14]=[C:15]4[C:19](=[CH:20][CH:21]=3)[NH:18][C:17]([CH3:22])=[CH:16]4)=[N:7][CH:8]=[N:9]2)=[CH:4][C:3]=1[O:23][CH3:24]. (3) Given the reactants [C:1]1([NH:11][C:12](=[O:20])OC2C=CC=CC=2)[C:10]2[C:5](=[CH:6][CH:7]=[CH:8][CH:9]=2)[CH:4]=[CH:3][N:2]=1.[CH3:21][CH:22]1[CH2:27][CH2:26][N:25]([C:28]2[C:33]([CH2:34][NH2:35])=[CH:32][CH:31]=[C:30]([C:36]([F:39])([F:38])[F:37])[N:29]=2)[CH2:24][CH2:23]1.C(N(CC)CC)C, predict the reaction product. The product is: [C:1]1([NH:11][C:12]([NH:35][CH2:34][C:33]2[C:28]([N:25]3[CH2:26][CH2:27][CH:22]([CH3:21])[CH2:23][CH2:24]3)=[N:29][C:30]([C:36]([F:39])([F:37])[F:38])=[CH:31][CH:32]=2)=[O:20])[C:10]2[C:5](=[CH:6][CH:7]=[CH:8][CH:9]=2)[CH:4]=[CH:3][N:2]=1. (4) Given the reactants [CH:1]([O:4][C:5]1[CH:10]=[CH:9][C:8](Br)=[CH:7][C:6]=1[F:12])([CH3:3])[CH3:2].C([Li])CCC.[C:18](=[O:20])=[O:19], predict the reaction product. The product is: [F:12][C:6]1[CH:7]=[C:8]([CH:9]=[CH:10][C:5]=1[O:4][CH:1]([CH3:3])[CH3:2])[C:18]([OH:20])=[O:19]. (5) The product is: [CH2:1]([N:8]1[C:23](=[O:24])[CH2:22][O:11][CH2:10][CH:9]1[C:12]([OH:14])=[O:13])[C:2]1[CH:7]=[CH:6][CH:5]=[CH:4][CH:3]=1. Given the reactants [CH2:1]([NH:8][C@H:9]([C:12]([OH:14])=[O:13])[CH2:10][OH:11])[C:2]1[CH:7]=[CH:6][CH:5]=[CH:4][CH:3]=1.C(=O)([O-])[O-].[K+].[K+].Cl[CH2:22][C:23](Cl)=[O:24].[OH-].[Na+], predict the reaction product. (6) Given the reactants [Cl:1][C:2]1[CH:7]=[CH:6][N:5]=[C:4]([NH:8][CH2:9][C:10]2[CH:15]=[CH:14][C:13]([O:16][CH3:17])=[CH:12][C:11]=2[O:18][CH3:19])[C:3]=1[N+:20]([O-])=O.O.O.[Sn](Cl)(Cl)(Cl)Cl, predict the reaction product. The product is: [Cl:1][C:2]1[CH:7]=[CH:6][N:5]=[C:4]([NH:8][CH2:9][C:10]2[CH:15]=[CH:14][C:13]([O:16][CH3:17])=[CH:12][C:11]=2[O:18][CH3:19])[C:3]=1[NH2:20].